Dataset: Catalyst prediction with 721,799 reactions and 888 catalyst types from USPTO. Task: Predict which catalyst facilitates the given reaction. (1) Reactant: [Br:1][C:2]1[CH:3]=[C:4]([CH:7]=[CH:8][C:9]=1[F:10])C=O.[CH:11]([O:18][CH2:19][CH3:20])([O:15][CH2:16][CH3:17])OCC.[Br-].[Br-].[Br-].C([N+](CCCC)(CCCC)CCCC)CCC.C([N+](CCCC)(CCCC)CCCC)CCC.C([N+](CCCC)(CCCC)CCCC)CCC.C([O-])(O)=O.[Na+]. Product: [Br:1][C:2]1[CH:3]=[C:4]([CH:11]([O:15][CH2:16][CH3:17])[O:18][CH2:19][CH3:20])[CH:7]=[CH:8][C:9]=1[F:10]. The catalyst class is: 14. (2) Reactant: Cl.[CH3:2][NH:3][CH3:4].C(N(CC)CC)C.[C:12]([C:14]1[CH:19]=[CH:18][CH:17]=[CH:16][C:15]=1[S:20](Cl)(=[O:22])=[O:21])#[N:13].C1COCC1. Product: [C:12]([C:14]1[CH:19]=[CH:18][CH:17]=[CH:16][C:15]=1[S:20]([N:3]([CH3:4])[CH3:2])(=[O:22])=[O:21])#[N:13]. The catalyst class is: 69. (3) Reactant: [CH3:1][CH:2]([CH2:6][CH2:7][CH2:8][CH:9]([CH3:11])[CH3:10])[CH2:3][CH2:4]O.N1C=CN=C1.C1(P(C2C=CC=CC=2)C2C=CC=CC=2)C=CC=CC=1.[I:36]I. Product: [I:36][CH2:4][CH2:3][CH:2]([CH3:1])[CH2:6][CH2:7][CH2:8][CH:9]([CH3:11])[CH3:10]. The catalyst class is: 345. (4) Reactant: [NH2:1][C:2]1[CH:3]=[CH:4][C:5]2[O:9][C:8]([CH2:10][CH2:11][CH2:12][CH3:13])=[C:7]([C:14]([C:16]3[CH:21]=[CH:20][C:19]([O:22][CH2:23][CH2:24][CH2:25][N:26]([CH2:31][CH2:32][CH2:33][CH3:34])[CH2:27][CH2:28][CH2:29][CH3:30])=[CH:18][CH:17]=3)=[O:15])[C:6]=2[CH:35]=1.N1C=CC=CC=1.[CH3:42][S:43]Cl. Product: [CH2:10]([C:8]1[O:9][C:5]2[CH:4]=[CH:3][C:2]([NH:1][S:43][CH3:42])=[CH:35][C:6]=2[C:7]=1[C:14]([C:16]1[CH:17]=[CH:18][C:19]([O:22][CH2:23][CH2:24][CH2:25][N:26]([CH2:27][CH2:28][CH2:29][CH3:30])[CH2:31][CH2:32][CH2:33][CH3:34])=[CH:20][CH:21]=1)=[O:15])[CH2:11][CH2:12][CH3:13]. The catalyst class is: 6. (5) Reactant: [NH2:1][C:2]1[C:7]([CH:8]=O)=[CH:6][CH:5]=[CH:4][N:3]=1.[CH2:10]([O:12][C:13](=[O:23])[CH2:14][CH2:15][CH:16]1[CH2:21][CH2:20][CH2:19][C:18](=O)[CH2:17]1)[CH3:11].N1CCC[C@H]1C(O)=O. Product: [CH2:10]([O:12][C:13](=[O:23])[CH2:14][CH2:15][CH:16]1[CH2:17][C:18]2=[N:1][C:2]3[N:3]=[CH:4][CH:5]=[CH:6][C:7]=3[CH:8]=[C:19]2[CH2:20][CH2:21]1)[CH3:11]. The catalyst class is: 8. (6) Reactant: [CH3:1][N:2]1[C:6]([C@:7]2([OH:14])[CH2:12][CH2:11][CH2:10][CH2:9][C@H:8]2[OH:13])=[CH:5][CH:4]=[N:3]1.CN(C1C=CC=CN=1)C.[C:24](N1C=CN=C1)(N1C=CN=C1)=[O:25]. Product: [CH3:1][N:2]1[C:6]([C@:7]23[CH2:12][CH2:11][CH2:10][CH2:9][C@H:8]2[O:13][C:24](=[O:25])[O:14]3)=[CH:5][CH:4]=[N:3]1. The catalyst class is: 11. (7) Reactant: [C:1]([OH:4])(=O)[CH3:2].C1C=CC2N(O)N=NC=2C=1.CN1CCOCC1.C(Cl)CCl.[CH3:26][C:27]1[N:28]=[C:29]([CH3:56])[N:30]2[C:35]=1[C:34]([O:36][C:37]1[CH:42]=[C:41]([O:43][CH3:44])[C:40]([O:45][CH3:46])=[C:39]([O:47][CH3:48])[CH:38]=1)=[N:33][C:32]([C:49]1[CH:55]=[CH:54][C:52]([NH2:53])=[CH:51][CH:50]=1)=[N:31]2. Product: [CH3:26][C:27]1[N:28]=[C:29]([CH3:56])[N:30]2[C:35]=1[C:34]([O:36][C:37]1[CH:38]=[C:39]([O:47][CH3:48])[C:40]([O:45][CH3:46])=[C:41]([O:43][CH3:44])[CH:42]=1)=[N:33][C:32]([C:49]1[CH:50]=[CH:51][C:52]([NH:53][C:1](=[O:4])[CH3:2])=[CH:54][CH:55]=1)=[N:31]2. The catalyst class is: 4. (8) Reactant: [O:1]=[C:2]1[CH2:7][CH2:6][N:5]([C:8]([O:10][CH2:11][CH3:12])=[O:9])[CH2:4][CH2:3]1.[N+:13]([CH3:16])([O-:15])=[O:14].C[O-].[Na+]. Product: [OH:1][C:2]1([CH2:16][N+:13]([O-:15])=[O:14])[CH2:3][CH2:4][N:5]([C:8]([O:10][CH2:11][CH3:12])=[O:9])[CH2:6][CH2:7]1. The catalyst class is: 5. (9) Reactant: [CH2:1]([C:3]1[N:8]=[C:7]([NH:9][C:10](=[O:15])[C:11]([CH3:14])([CH3:13])[CH3:12])[CH:6]=[CH:5][CH:4]=1)[CH3:2].[C:16]([Li])(C)(C)C.CI. Product: [CH2:1]([C:3]1[N:8]=[C:7]([NH:9][C:10](=[O:15])[C:11]([CH3:14])([CH3:13])[CH3:12])[C:6]([CH3:16])=[CH:5][CH:4]=1)[CH3:2]. The catalyst class is: 280.